This data is from TCR-epitope binding with 47,182 pairs between 192 epitopes and 23,139 TCRs. The task is: Binary Classification. Given a T-cell receptor sequence (or CDR3 region) and an epitope sequence, predict whether binding occurs between them. The epitope is MPASWVMRI. The TCR CDR3 sequence is CASTGPAGVPGTSGYEQYF. Result: 1 (the TCR binds to the epitope).